This data is from Forward reaction prediction with 1.9M reactions from USPTO patents (1976-2016). The task is: Predict the product of the given reaction. (1) The product is: [Cl:18][C:17]1[C:12]([C:10]([NH:9][CH:8]([C:23]2([OH:31])[CH2:28][CH2:27][C:26]([F:30])([F:29])[CH2:25][CH2:24]2)[C:4]2[CH:5]=[CH:6][CH:7]=[C:2]([C:37]3[CH:36]=[N:35][N:34]([CH2:32][CH3:33])[CH:38]=3)[CH:3]=2)=[O:11])=[N:13][CH:14]=[CH:15][C:16]=1[C:19]([F:22])([F:21])[F:20]. Given the reactants Br[C:2]1[CH:3]=[C:4]([CH:8]([C:23]2([OH:31])[CH2:28][CH2:27][C:26]([F:30])([F:29])[CH2:25][CH2:24]2)[NH:9][C:10]([C:12]2[C:17]([Cl:18])=[C:16]([C:19]([F:22])([F:21])[F:20])[CH:15]=[CH:14][N:13]=2)=[O:11])[CH:5]=[CH:6][CH:7]=1.[CH2:32]([N:34]1[CH:38]=[C:37](B2OC(C)(C)C(C)(C)O2)[CH:36]=[N:35]1)[CH3:33].C(=O)([O-])[O-].[K+].[K+].O, predict the reaction product. (2) Given the reactants [Cl-].[CH3:2][O:3]C[P+](C1C=CC=CC=1)(C1C=CC=CC=1)C1C=CC=CC=1.[CH3:24][C:25](C)([O-:27])[CH3:26].[K+].[F:30][C:31]1[CH:32]=[C:33]([CH:38]2[CH2:43][CH2:42][C:41](=O)[CH2:40][CH2:39]2)[CH:34]=[C:35]([F:37])[CH:36]=1.Cl.C(O)CCO, predict the reaction product. The product is: [CH2:24]1[O:3][CH:2]([CH:41]2[CH2:42][CH2:43][CH:38]([C:33]3[CH:32]=[C:31]([F:30])[CH:36]=[C:35]([F:37])[CH:34]=3)[CH2:39][CH2:40]2)[O:27][CH:25]1[CH3:26]. (3) Given the reactants Cl[CH2:2][C:3]1[N:4]=[C:5]2[N:10]=[CH:9][C:8]([C:11]3[CH:16]=[CH:15][C:14]([F:17])=[CH:13][C:12]=3[F:18])=[N:7][N:6]2[CH:19]=1.[OH:20][C:21]1[CH:26]=[CH:25][N:24]=[CH:23][CH:22]=1.C(=O)([O-])[O-].[Cs+].[Cs+], predict the reaction product. The product is: [F:18][C:12]1[CH:13]=[C:14]([F:17])[CH:15]=[CH:16][C:11]=1[C:8]1[CH:9]=[N:10][C:5]2[N:6]([CH:19]=[C:3]([CH2:2][O:20][C:21]3[CH:26]=[CH:25][N:24]=[CH:23][CH:22]=3)[N:4]=2)[N:7]=1. (4) Given the reactants [I:1][C:2]1[CH:12]=[N:11][C:5]2[NH:6][CH2:7][C:8](=[O:10])[NH:9][C:4]=2[CH:3]=1.[F:13][C:14]1[CH:21]=[CH:20][C:19]([F:22])=[CH:18][C:15]=1[CH2:16]Br, predict the reaction product. The product is: [F:13][C:14]1[CH:21]=[CH:20][C:19]([F:22])=[CH:18][C:15]=1[CH2:16][N:9]1[C:8](=[O:10])[CH2:7][NH:6][C:5]2[N:11]=[CH:12][C:2]([I:1])=[CH:3][C:4]1=2. (5) Given the reactants C([Si](C(C)C)(C(C)C)[O:5][C:6]1[CH:15]=[C:14]2[C:9]([CH2:10][CH2:11][C@H:12]([C:16]3[CH:21]=[CH:20][CH:19]=[CH:18][CH:17]=3)[O:13]2)=[CH:8][CH:7]=1)(C)C.CCCC[N+](CCCC)(CCCC)CCCC.[F-], predict the reaction product. The product is: [C:16]1([C@H:12]2[CH2:11][CH2:10][C:9]3[C:14](=[CH:15][C:6]([OH:5])=[CH:7][CH:8]=3)[O:13]2)[CH:17]=[CH:18][CH:19]=[CH:20][CH:21]=1. (6) The product is: [CH3:24][C:19]1([CH3:25])[C:20]([CH3:23])([CH3:22])[O:21][B:17]([C:2]2[CH:3]=[C:4]([CH2:8][C:9]([NH2:11])=[O:10])[CH:5]=[CH:6][CH:7]=2)[O:18]1. Given the reactants Br[C:2]1[CH:3]=[C:4]([CH2:8][C:9]([NH2:11])=[O:10])[CH:5]=[CH:6][CH:7]=1.C([O-])(=O)C.[K+].[B:17]1([B:17]2[O:21][C:20]([CH3:23])([CH3:22])[C:19]([CH3:25])([CH3:24])[O:18]2)[O:21][C:20]([CH3:23])([CH3:22])[C:19]([CH3:25])([CH3:24])[O:18]1, predict the reaction product. (7) Given the reactants [CH3:1][O:2][C:3]1[CH:12]=[C:11]2[C:6]([C:7](=O)[NH:8][CH:9]=[N:10]2)=[CH:5][C:4]=1[O:14][CH2:15][CH2:16][CH2:17][CH2:18][CH2:19][CH2:20][C:21]([O:23][CH2:24][CH3:25])=[O:22].P(Cl)(Cl)([Cl:28])=O, predict the reaction product. The product is: [Cl:28][C:7]1[C:6]2[C:11](=[CH:12][C:3]([O:2][CH3:1])=[C:4]([O:14][CH2:15][CH2:16][CH2:17][CH2:18][CH2:19][CH2:20][C:21]([O:23][CH2:24][CH3:25])=[O:22])[CH:5]=2)[N:10]=[CH:9][N:8]=1. (8) Given the reactants [OH:1][N:2]1C2C=CC=CC=2N=N1.Cl.C(N=C=NCCCN(C)C)C.[CH2:23]([O:30][C:31]1[CH:36]=[CH:35][C:34]([S:37]([NH:40][CH2:41][C@H:42]([N:46]2[CH2:51][CH2:50][N:49]([S:52]([CH3:55])(=[O:54])=[O:53])[CH2:48][CH2:47]2)[C:43](O)=[O:44])(=[O:39])=[O:38])=[CH:33][CH:32]=1)[C:24]1[CH:29]=[CH:28][CH:27]=[CH:26][CH:25]=1.[Si](ON)(C(C)(C)C)(C)C.C(=O)([O-])O.[Na+], predict the reaction product. The product is: [CH2:23]([O:30][C:31]1[CH:32]=[CH:33][C:34]([S:37]([NH:40][CH2:41][C@H:42]([N:46]2[CH2:51][CH2:50][N:49]([S:52]([CH3:55])(=[O:54])=[O:53])[CH2:48][CH2:47]2)[C:43]([NH:2][OH:1])=[O:44])(=[O:38])=[O:39])=[CH:35][CH:36]=1)[C:24]1[CH:29]=[CH:28][CH:27]=[CH:26][CH:25]=1.